From a dataset of Forward reaction prediction with 1.9M reactions from USPTO patents (1976-2016). Predict the product of the given reaction. (1) Given the reactants [NH2:1][C:2]1[N:7]=[C:6]([C@:8]2([CH3:19])[CH2:13][C@@H:12]([C:14]([F:17])([F:16])[F:15])[O:11][C:10]([NH2:18])=[N:9]2)[C:5]([F:20])=[CH:4][CH:3]=1.C(N(C(C)C)CC)(C)C.[C:30](O[C:30]([O:32][C:33]([CH3:36])([CH3:35])[CH3:34])=[O:31])([O:32][C:33]([CH3:36])([CH3:35])[CH3:34])=[O:31], predict the reaction product. The product is: [NH2:1][C:2]1[N:7]=[C:6]([C@:8]2([CH3:19])[CH2:13][C@@H:12]([C:14]([F:15])([F:17])[F:16])[O:11][C:10]([NH:18][C:30](=[O:31])[O:32][C:33]([CH3:36])([CH3:35])[CH3:34])=[N:9]2)[C:5]([F:20])=[CH:4][CH:3]=1. (2) Given the reactants Br[C:2]1[CH:3]=[C:4]2[CH:10]=[CH:9][N:8]([Si](C(C)(C)C)(C)C)[C:5]2=[N:6][CH:7]=1.[C-:18]#[N:19].[K+], predict the reaction product. The product is: [C:5]([C:4]1[CH:3]=[C:2]2[C:7](=[CH:9][CH:10]=1)[NH:6][N:19]=[CH:18]2)#[N:8].